Predict the reactants needed to synthesize the given product. From a dataset of Full USPTO retrosynthesis dataset with 1.9M reactions from patents (1976-2016). (1) Given the product [Br:28][CH:19]1[CH2:18][CH2:17][C:14]2=[CH:15][C:16]3[C:7]4[CH:6]=[CH:5][C:4]([C:1](=[O:3])[CH2:2][Br:29])=[CH:22][C:8]=4[CH2:9][O:10][C:11]=3[CH:12]=[C:13]2[C:20]1=[O:21], predict the reactants needed to synthesize it. The reactants are: [C:1]([C:4]1[CH:5]=[CH:6][C:7]2[C:16]3[CH:15]=[C:14]4[CH2:17][CH2:18][CH2:19][C:20](=[O:21])[C:13]4=[CH:12][C:11]=3[O:10][CH2:9][C:8]=2[CH:22]=1)(=[O:3])[CH3:2].C(Cl)Cl.CO.[Br-:28].[Br-:29].[Br-].[NH+]1C=CC=CC=1.[NH+]1C=CC=CC=1.[NH+]1C=CC=CC=1. (2) Given the product [OH:31][CH2:30][C:26]1([CH2:32][O:1][C:2]2[C:7]3[C:8]([O:11][CH2:12][CH:13]4[CH2:14][CH2:15][N:16]([C:19]([O:21][C:22]([CH3:25])([CH3:24])[CH3:23])=[O:20])[CH2:17][CH2:18]4)=[N:9][O:10][C:6]=3[CH:5]=[CH:4][CH:3]=2)[CH2:29][CH2:28][CH2:27]1, predict the reactants needed to synthesize it. The reactants are: [OH:1][C:2]1[C:7]2[C:8]([O:11][CH2:12][CH:13]3[CH2:18][CH2:17][N:16]([C:19]([O:21][C:22]([CH3:25])([CH3:24])[CH3:23])=[O:20])[CH2:15][CH2:14]3)=[N:9][O:10][C:6]=2[CH:5]=[CH:4][CH:3]=1.[C:26]1([CH2:32]O)([CH2:30][OH:31])[CH2:29][CH2:28][CH2:27]1.OCC1CCN(CC2(C(OC)=O)CCCC2)CC1. (3) Given the product [CH2:1]([S:3][C:4]1[CH:9]=[CH:8][CH:7]=[CH:6][C:5]=1[C:20]1[CH:21]=[N:22][C:23]2[N:24]([CH:26]=[C:27]([C:29]([F:32])([F:31])[F:30])[N:28]=2)[CH:25]=1)[CH3:2], predict the reactants needed to synthesize it. The reactants are: [CH2:1]([S:3][C:4]1[CH:9]=[CH:8][CH:7]=[CH:6][C:5]=1B1OC(C)(C)C(C)(C)O1)[CH3:2].Br[C:20]1[CH:21]=[N:22][C:23]2[N:24]([CH:26]=[C:27]([C:29]([F:32])([F:31])[F:30])[N:28]=2)[CH:25]=1.P([O-])([O-])([O-])=O.[K+].[K+].[K+].O1CCOCC1.